Dataset: Reaction yield outcomes from USPTO patents with 853,638 reactions. Task: Predict the reaction yield, written as a fraction of the theoretical maximum amount of product (1.0 means a 100% yield; for example, 0.34 means a 34% yield). (1) The reactants are Cl.[CH3:2][CH:3]([CH2:8][N:9]1[CH2:13][CH2:12][CH2:11][CH2:10]1)[CH2:4][C:5]([OH:7])=[O:6].C1N=CN(C(N2C=NC=C2)=O)C=1.[F:26][C:27]1[C:31]([C:32]2[CH:33]=[N:34][C:35]([CH3:38])=[CH:36][CH:37]=2)=[N:30][NH:29][C:28]=1[NH2:39]. The catalyst is CN(C=O)C. The product is [CH:5]([OH:7])=[O:6].[F:26][C:27]1[C:28]([NH:39][C:5](=[O:7])[CH2:4][CH:3]([CH3:2])[CH2:8][N:9]2[CH2:13][CH2:12][CH2:11][CH2:10]2)=[N:29][NH:30][C:31]=1[C:32]1[CH:33]=[N:34][C:35]([CH3:38])=[CH:36][CH:37]=1. The yield is 0.220. (2) The reactants are [F:1][C:2]1[CH:3]=[C:4]([CH:7]=[CH:8][CH:9]=1)[C:5]#[N:6].CCN(C(C)C)C(C)C.Cl.[NH2:20][OH:21]. The catalyst is CCO. The product is [OH:21][NH:20][C:5](=[NH:6])[C:4]1[CH:7]=[CH:8][CH:9]=[C:2]([F:1])[CH:3]=1. The yield is 0.960. (3) The reactants are CC(O)C#CCC.C1(S)C=CC=CC=1.[C:15]1([CH2:21][CH:22]([S:26][C:27]2[CH:32]=[CH:31][CH:30]=[CH:29][CH:28]=2)[C:23](=[O:25])[CH3:24])C=CC=C[CH:16]=1. The catalyst is ClCCCl. The product is [C:27]1([S:26][CH:22]([CH2:21][CH2:15][CH3:16])[C:23](=[O:25])[CH3:24])[CH:32]=[CH:31][CH:30]=[CH:29][CH:28]=1. The yield is 0.500. (4) The reactants are [CH:1](=O)[CH2:2][CH2:3][CH3:4].[NH2:6][C:7]1[C:8](=[O:13])[NH:9][CH:10]=[CH:11][CH:12]=1.P(O)(OC1C=CC=CC=1)(OC1C=CC=CC=1)=O.[CH:31](/[NH:34][C:35](=[O:44])[O:36][CH2:37][C:38]1[CH:43]=[CH:42][CH:41]=[CH:40][CH:39]=1)=[CH:32]\[CH3:33]. The catalyst is C(Cl)Cl.C(Cl)(Cl)Cl. The product is [CH3:33][C@@H:32]1[C@@H:31]([NH:34][C:35](=[O:44])[O:36][CH2:37][C:38]2[CH:39]=[CH:40][CH:41]=[CH:42][CH:43]=2)[C:12]2[CH:11]=[CH:10][NH:9][C:8](=[O:13])[C:7]=2[NH:6][C@H:1]1[CH2:2][CH2:3][CH3:4]. The yield is 0.535.